From a dataset of Forward reaction prediction with 1.9M reactions from USPTO patents (1976-2016). Predict the product of the given reaction. The product is: [CH:1]1([C@H:4]2[O:12][CH2:11][C:7]3=[N:8][O:9][CH2:10][C@H:6]3[CH2:5]2)[CH2:3][CH2:2]1. Given the reactants [CH:1]1([C@@H:4]2[O:12][CH2:11][C:7]3=[N:8][O:9][CH2:10][C@@H:6]3[CH2:5]2)[CH2:3][CH2:2]1.C(=O)=O.CO, predict the reaction product.